From a dataset of Forward reaction prediction with 1.9M reactions from USPTO patents (1976-2016). Predict the product of the given reaction. (1) Given the reactants NS(N)(=O)=O.Cl[CH2:7][CH2:8][CH2:9][S:10]([N:13]1[CH2:18][CH2:17][CH:16]([C:19]2[C:27]3[C:22](=[C:23]([C:35]([NH2:37])=[O:36])[CH:24]=[C:25]([C:28]4[CH:33]=[CH:32][C:31]([F:34])=[CH:30][CH:29]=4)[CH:26]=3)[NH:21][CH:20]=2)[CH2:15][CH2:14]1)(=[O:12])=[O:11].[NH:38]1[CH2:42][CH2:41][CH2:40][CH2:39]1.C([O-])([O-])=O.[K+].[K+].[Na+].[I-], predict the reaction product. The product is: [F:34][C:31]1[CH:32]=[CH:33][C:28]([C:25]2[CH:26]=[C:27]3[C:22](=[C:23]([C:35]([NH2:37])=[O:36])[CH:24]=2)[NH:21][CH:20]=[C:19]3[CH:16]2[CH2:17][CH2:18][N:13]([S:10]([CH2:9][CH2:8][CH2:7][N:38]3[CH2:42][CH2:41][CH2:40][CH2:39]3)(=[O:12])=[O:11])[CH2:14][CH2:15]2)=[CH:29][CH:30]=1. (2) Given the reactants [C:1]12([C:11]3[CH:27]=[CH:26][C:14]([O:15][CH2:16][C:17]([N:19]4[CH2:24][CH2:23][N:22]([CH3:25])[CH2:21][CH2:20]4)=[O:18])=[CH:13][CH:12]=3)[CH2:10][CH:5]3[CH2:6][CH:7]([CH2:9][CH:3]([CH2:4]3)[CH2:2]1)[CH2:8]2.[CH3:28][I:29], predict the reaction product. The product is: [I-:29].[C:1]12([C:11]3[CH:27]=[CH:26][C:14]([O:15][CH2:16][C:17]([N:19]4[CH2:24][CH2:23][N+:22]([CH3:28])([CH3:25])[CH2:21][CH2:20]4)=[O:18])=[CH:13][CH:12]=3)[CH2:10][CH:5]3[CH2:6][CH:7]([CH2:9][CH:3]([CH2:4]3)[CH2:2]1)[CH2:8]2. (3) Given the reactants [C:1]([C:5]1[CH:10]=[CH:9][CH:8]=[CH:7][C:6]=1[N:11]1[CH2:16][CH2:15][N:14]([C:17]([C:19]2[CH:36]=[CH:35][C:22]3[NH:23][C:24]([S:26][CH2:27][C:28]([O:30]C(C)(C)C)=[O:29])=[N:25][C:21]=3[CH:20]=2)=[O:18])[CH2:13][CH2:12]1)([CH3:4])([CH3:3])[CH3:2].FC(F)(F)C(O)=O, predict the reaction product. The product is: [C:1]([C:5]1[CH:10]=[CH:9][CH:8]=[CH:7][C:6]=1[N:11]1[CH2:16][CH2:15][N:14]([C:17]([C:19]2[CH:36]=[CH:35][C:22]3[NH:23][C:24]([S:26][CH2:27][C:28]([OH:30])=[O:29])=[N:25][C:21]=3[CH:20]=2)=[O:18])[CH2:13][CH2:12]1)([CH3:4])([CH3:2])[CH3:3]. (4) Given the reactants C[O:2][C:3](=[O:42])[CH:4]1[CH:9]=[CH:8][CH:7]=[CH:6][C:5]1([C:24](=[O:41])[N:25]([C:32]1[O:40][C:36]2=[CH:37][CH:38]=[CH:39][C:35]2=[CH:34][CH:33]=1)[C:26]1[CH:31]=[CH:30][CH:29]=[CH:28][CH:27]=1)[CH2:10][CH2:11][C:12]1[CH:17]=[CH:16][C:15]([CH:18]=[CH:19][C:20]([CH3:23])([CH3:22])[CH3:21])=[CH:14][CH:13]=1.[OH-].[Na+], predict the reaction product. The product is: [O:40]1[C:36]2=[CH:37][CH:38]=[CH:39][C:35]2=[CH:34][CH:33]=[C:32]1[N:25]([C:26]1[CH:31]=[CH:30][CH:29]=[CH:28][CH:27]=1)[C:24]([C:5]1([CH2:10][CH2:11][C:12]2[CH:13]=[CH:14][C:15]([CH:18]=[CH:19][C:20]([CH3:23])([CH3:21])[CH3:22])=[CH:16][CH:17]=2)[CH:6]=[CH:7][CH:8]=[CH:9][CH:4]1[C:3]([OH:42])=[O:2])=[O:41]. (5) Given the reactants [CH3:1][N:2](C)CCCN=C=NCC.[F:12][C:13]1[CH:18]=[CH:17][C:16]([CH2:19][CH2:20][CH2:21][C:22]([OH:24])=O)=[CH:15][CH:14]=1.ON1C2C=CC=CC=2N=N1.CN.CO, predict the reaction product. The product is: [F:12][C:13]1[CH:18]=[CH:17][C:16]([CH2:19][CH2:20][CH2:21][C:22]([NH:2][CH3:1])=[O:24])=[CH:15][CH:14]=1. (6) The product is: [C:17]([C:16]1[C:11]([C:8]2[CH:9]=[CH:10][C:5]([S:2]([CH3:1])(=[O:4])=[O:3])=[CH:6][CH:7]=2)=[N:12][C:13]([NH2:24])=[N:14][C:15]=1[CH3:23])#[CH:18]. Given the reactants [CH3:1][S:2]([C:5]1[CH:10]=[CH:9][C:8]([C:11]2[C:16]([C:17]#[C:18][Si](C)(C)C)=[C:15]([CH3:23])[N:14]=[C:13]([NH2:24])[N:12]=2)=[CH:7][CH:6]=1)(=[O:4])=[O:3].C(=O)([O-])[O-].[K+].[K+], predict the reaction product. (7) Given the reactants Br[C:2]1[CH2:6][CH2:5][CH2:4][C:3]=1[N:7]1[C:15]2[CH:14]=[CH:13][C:12]([CH3:16])=[CH:11][C:10]=2[C:9]2[CH2:17][N:18]([CH3:21])[CH2:19][CH2:20][C:8]1=2.[CH3:22][C:23]1[CH:24]=[C:25](B2OC(C)(C)C(C)(C)O2)[S:26][CH:27]=1.C(=O)([O-])[O-].[K+].[K+].O, predict the reaction product. The product is: [CH3:21][N:18]1[CH2:19][CH2:20][C:8]2[N:7]([C:3]3[CH2:4][CH2:5][CH2:6][C:2]=3[C:25]3[S:26][CH:27]=[C:23]([CH3:22])[CH:24]=3)[C:15]3[CH:14]=[CH:13][C:12]([CH3:16])=[CH:11][C:10]=3[C:9]=2[CH2:17]1.